Task: Predict which catalyst facilitates the given reaction.. Dataset: Catalyst prediction with 721,799 reactions and 888 catalyst types from USPTO Reactant: [CH2:1]([NH:8][S:9]([C:12]1[C:17]([Cl:18])=[CH:16][CH:15]=[C:14]([NH2:19])[C:13]=1[OH:20])(=[O:11])=[O:10])[C:2]1[CH:7]=[CH:6][CH:5]=[CH:4][CH:3]=1.[Br:21][C:22]1[CH:27]=[CH:26][CH:25]=[CH:24][C:23]=1[N:28]=[C:29]=[O:30]. Product: [CH2:1]([NH:8][S:9]([C:12]1[C:13]([OH:20])=[C:14]([NH:19][C:29]([NH:28][C:23]2[CH:24]=[CH:25][CH:26]=[CH:27][C:22]=2[Br:21])=[O:30])[CH:15]=[CH:16][C:17]=1[Cl:18])(=[O:11])=[O:10])[C:2]1[CH:7]=[CH:6][CH:5]=[CH:4][CH:3]=1. The catalyst class is: 42.